This data is from Catalyst prediction with 721,799 reactions and 888 catalyst types from USPTO. The task is: Predict which catalyst facilitates the given reaction. (1) Reactant: [C:1](O[BH-](OC(=O)C)OC(=O)C)(=O)C.[Na+].[CH3:15][C@@H:16]1[NH:21][CH2:20][CH2:19][N:18]([C:22]2[CH:31]=[CH:30][C:25]([C:26]([O:28][CH3:29])=[O:27])=[CH:24][CH:23]=2)[CH2:17]1.C=O.C(O)(=O)C.C([O-])(O)=O.[Na+]. The catalyst class is: 5. Product: [CH3:15][C@@H:16]1[N:21]([CH3:1])[CH2:20][CH2:19][N:18]([C:22]2[CH:31]=[CH:30][C:25]([C:26]([O:28][CH3:29])=[O:27])=[CH:24][CH:23]=2)[CH2:17]1. (2) Reactant: [NH2:1][C:2]1[S:3][CH:4]=[CH:5][N:6]=1.[CH:7]1([N+:13]#[C-:14])[CH2:12][CH2:11][CH2:10][CH2:9][CH2:8]1.[N:15]1[CH:20]=[CH:19][CH:18]=[CH:17][C:16]=1[CH:21]=O. Product: [CH:7]1([NH:13][C:14]2[N:6]3[C:2]([S:3][CH:4]=[CH:5]3)=[N:1][C:21]=2[C:16]2[CH:17]=[CH:18][CH:19]=[CH:20][N:15]=2)[CH2:12][CH2:11][CH2:10][CH2:9][CH2:8]1. The catalyst class is: 519. (3) Reactant: F[P-](F)(F)(F)(F)F.C[N:9](C)/[CH:10]=[C:11](/[C:16]1[S:17][C:18]([C:21]2[CH:26]=[CH:25][CH:24]=[C:23]([C:27]3[N:32]=[CH:31][CH:30]=[CH:29][N:28]=3)[N:22]=2)=[CH:19][N:20]=1)\[CH:12]=[N+:13](C)C.O.NN. Product: [NH:13]1[CH:12]=[C:11]([C:16]2[S:17][C:18]([C:21]3[N:22]=[C:23]([C:27]4[N:32]=[CH:31][CH:30]=[CH:29][N:28]=4)[CH:24]=[CH:25][CH:26]=3)=[CH:19][N:20]=2)[CH:10]=[N:9]1. The catalyst class is: 219.